This data is from Catalyst prediction with 721,799 reactions and 888 catalyst types from USPTO. The task is: Predict which catalyst facilitates the given reaction. Reactant: C[N:2](C(ON1N=NC2C=CC=NC1=2)=[N+](C)C)C.F[P-](F)(F)(F)(F)F.C1([NH:28][C:29]([C:31]2[CH:32]=[C:33]([C:43]([CH3:46])=[CH:44][CH:45]=2)[C:34]2[CH:39]=[CH:38][C:37]([C:40](O)=[O:41])=[CH:36][CH:35]=2)=[O:30])CC1.C1C=CC2N(O)N=NC=2C=1.NCC(NC)=O.CCN(C(C)C)C(C)C. Product: [CH3:46][C:43]1[C:33]([C:34]2[CH:39]=[CH:38][C:37]([C:40]([NH2:2])=[O:41])=[CH:36][CH:35]=2)=[CH:32][C:31]([C:29]([NH2:28])=[O:30])=[CH:45][CH:44]=1. The catalyst class is: 3.